This data is from Full USPTO retrosynthesis dataset with 1.9M reactions from patents (1976-2016). The task is: Predict the reactants needed to synthesize the given product. The reactants are: [Br:1][C:2]1[CH:3]=[C:4]([N:8]2[CH2:18][C@@H:17]([CH3:19])[CH2:16][C@H:9]2[C:10]([NH:12][CH2:13][C:14]#[N:15])=[O:11])[CH:5]=[CH:6][CH:7]=1.[Cl:20]N1C(=O)CCC1=O. Given the product [Br:1][C:2]1[CH:7]=[CH:6][C:5]([Cl:20])=[C:4]([N:8]2[CH2:18][C@@H:17]([CH3:19])[CH2:16][C@H:9]2[C:10]([NH:12][CH2:13][C:14]#[N:15])=[O:11])[CH:3]=1, predict the reactants needed to synthesize it.